Dataset: Full USPTO retrosynthesis dataset with 1.9M reactions from patents (1976-2016). Task: Predict the reactants needed to synthesize the given product. (1) Given the product [CH3:11][O:1][C:2]1[CH:3]=[CH:4][C:5]([CH3:8])=[N:6][CH:7]=1, predict the reactants needed to synthesize it. The reactants are: [OH:1][C:2]1[CH:3]=[CH:4][C:5]([CH3:8])=[N:6][CH:7]=1.[OH-].[K+].[CH3:11]I.O. (2) Given the product [CH2:1]([C:3]1[C:12]2[C:7](=[CH:8][CH:9]=[CH:10][CH:11]=2)[CH:6]=[CH:5][C:4]=1[O:13][CH2:21][CH2:22][NH:23][C:24](=[O:30])[O:25][C:26]([CH3:29])([CH3:28])[CH3:27])[CH3:2], predict the reactants needed to synthesize it. The reactants are: [CH2:1]([C:3]1[C:12]2[C:7](=[CH:8][CH:9]=[CH:10][CH:11]=2)[CH:6]=[CH:5][C:4]=1[OH:13])[CH3:2].C([O-])([O-])=O.[K+].[K+].Br[CH2:21][CH2:22][NH:23][C:24](=[O:30])[O:25][C:26]([CH3:29])([CH3:28])[CH3:27].CCCCCC.C(OCC)(=O)C. (3) Given the product [Br:1][C:2]1[CH:7]=[C:6]([CH2:8][CH3:9])[N:5]=[C:4]([S:10][CH2:11][CH3:12])[CH:3]=1, predict the reactants needed to synthesize it. The reactants are: [Br:1][C:2]1[CH:7]=[C:6]([CH2:8][CH3:9])[N:5]=[C:4]([S:10][CH2:11][CH3:12])[C:3]=1N.[H+].[B-](F)(F)(F)F.N(OCCC(C)C)=O.O[PH2]=O. (4) The reactants are: [C:1]([NH:4][C:5]1[N:9]([CH:10]2[CH2:15][CH2:14][CH2:13][N:12]([C:16]([O:18][CH2:19][C:20]3[CH:25]=[CH:24][CH:23]=[CH:22][CH:21]=3)=[O:17])[CH2:11]2)[N:8]=[C:7]([C:26]2[CH:31]=[CH:30][CH:29]=[C:28](I)[CH:27]=2)[C:6]=1[C:33]#[N:34])(=[O:3])[CH3:2].C1(P(C2CCCCC2)C2C=CC=CC=2C2C(OC)=CC=CC=2OC)CCCCC1.[Cl-].[Cl:65][C:66]1[CH:73]=[CH:72][C:69]([CH2:70][Zn+])=[CH:68][CH:67]=1.O. Given the product [C:1]([NH:4][C:5]1[N:9]([CH:10]2[CH2:15][CH2:14][CH2:13][N:12]([C:16]([O:18][CH2:19][C:20]3[CH:25]=[CH:24][CH:23]=[CH:22][CH:21]=3)=[O:17])[CH2:11]2)[N:8]=[C:7]([C:26]2[CH:31]=[CH:30][CH:29]=[C:28]([CH2:70][C:69]3[CH:72]=[CH:73][C:66]([Cl:65])=[CH:67][CH:68]=3)[CH:27]=2)[C:6]=1[C:33]#[N:34])(=[O:3])[CH3:2], predict the reactants needed to synthesize it. (5) Given the product [NH2:1][C:2]1[N:6]([CH3:7])[C:5](=[O:8])[C@@:4]([C:19]2[CH:24]=[CH:23][C:22]([F:25])=[C:21]([O:26][CH2:27][CH2:28][CH:29]=[C:30]([F:31])[F:32])[CH:20]=2)([C:9]2[CH:14]=[CH:13][C:12]([O:15][CH:16]([F:18])[F:17])=[CH:11][CH:10]=2)[N:3]=1, predict the reactants needed to synthesize it. The reactants are: [NH2:1][C:2]1[N:6]([CH3:7])[C:5](=[O:8])[C:4]([C:19]2[CH:24]=[CH:23][C:22]([F:25])=[C:21]([O:26][CH2:27][CH2:28][CH:29]=[C:30]([F:32])[F:31])[CH:20]=2)([C:9]2[CH:14]=[CH:13][C:12]([O:15][CH:16]([F:18])[F:17])=[CH:11][CH:10]=2)[N:3]=1. (6) Given the product [C:21]1([C:16]2([CH2:15][CH2:14][CH2:13][C:2]3[CH2:3][C:4](=[O:5])[NH:6][N:27]=3)[O:20][CH2:19][CH2:18][O:17]2)[CH:26]=[CH:25][CH:24]=[CH:23][CH:22]=1, predict the reactants needed to synthesize it. The reactants are: O=[C:2]([CH2:13][CH2:14][CH2:15][C:16]1([C:21]2[CH:26]=[CH:25][CH:24]=[CH:23][CH:22]=2)[O:20][CH2:19][CH2:18][O:17]1)[CH2:3][C:4]([NH:6]C1C=CC=CC=1)=[O:5].[NH2:27]N. (7) Given the product [ClH:54].[F:1][C:2]1[CH:7]=[CH:6][CH:5]=[CH:4][C:3]=1[C:8]1[CH:13]=[CH:12][N:11]([CH2:14][CH2:15][CH2:16][CH2:17][N:30]2[CH2:31][C@H:32]3[C@:28]([C:25]4[CH:24]=[CH:23][C:22]([C:21]([F:20])([F:35])[F:34])=[CH:27][CH:26]=4)([CH2:33]3)[CH2:29]2)[C:10](=[O:19])[N:9]=1, predict the reactants needed to synthesize it. The reactants are: [F:1][C:2]1[CH:7]=[CH:6][CH:5]=[CH:4][C:3]=1[C:8]1[CH:13]=[CH:12][N:11]([CH2:14][CH2:15][CH2:16][CH:17]=O)[C:10](=[O:19])[N:9]=1.[F:20][C:21]([F:35])([F:34])[C:22]1[CH:27]=[CH:26][C:25]([C@:28]23[CH2:33][C@H:32]2[CH2:31][NH:30][CH2:29]3)=[CH:24][CH:23]=1.CC(O)=O.[BH-](OC(C)=O)(OC(C)=O)OC(C)=O.[Na+].[Cl:54]CCCl.